From a dataset of Peptide-MHC class I binding affinity with 185,985 pairs from IEDB/IMGT. Regression. Given a peptide amino acid sequence and an MHC pseudo amino acid sequence, predict their binding affinity value. This is MHC class I binding data. (1) The peptide sequence is IKWLWKANK. The MHC is HLA-A69:01 with pseudo-sequence HLA-A69:01. The binding affinity (normalized) is 0.0847. (2) The peptide sequence is YVIKVSARV. The MHC is HLA-A02:03 with pseudo-sequence HLA-A02:03. The binding affinity (normalized) is 0.584. (3) The peptide sequence is DPHGPVQLSYYD. The MHC is HLA-B08:01 with pseudo-sequence HLA-B08:01. The binding affinity (normalized) is 0.0377. (4) The peptide sequence is KTMMINPFM. The MHC is HLA-A30:01 with pseudo-sequence HLA-A30:01. The binding affinity (normalized) is 1.00. (5) The peptide sequence is GHLAASVTL. The MHC is HLA-A02:11 with pseudo-sequence HLA-A02:11. The binding affinity (normalized) is 0.0847. (6) The peptide sequence is FSNSNIYK. The MHC is HLA-A03:01 with pseudo-sequence HLA-A03:01. The binding affinity (normalized) is 0. (7) The peptide sequence is GHQAAMQML. The binding affinity (normalized) is 0.175. The MHC is HLA-A03:01 with pseudo-sequence HLA-A03:01. (8) The peptide sequence is GVPPKVVNY. The MHC is HLA-B15:01 with pseudo-sequence HLA-B15:01. The binding affinity (normalized) is 0.